Dataset: Forward reaction prediction with 1.9M reactions from USPTO patents (1976-2016). Task: Predict the product of the given reaction. (1) The product is: [C:13]([O:17][C:18](=[O:27])[NH:19][C@H:20]1[CH2:21][CH2:22][C@@H:23]([O:26][C:11]2[C:2]([Cl:1])=[C:3]3[C:8](=[CH:9][CH:10]=2)[CH:7]=[N:6][CH:5]=[CH:4]3)[CH2:24][CH2:25]1)([CH3:16])([CH3:14])[CH3:15]. Given the reactants [Cl:1][C:2]1[C:11](F)=[CH:10][CH:9]=[C:8]2[C:3]=1[CH:4]=[CH:5][N:6]=[CH:7]2.[C:13]([O:17][C:18](=[O:27])[NH:19][C@H:20]1[CH2:25][CH2:24][C@@H:23]([OH:26])[CH2:22][CH2:21]1)([CH3:16])([CH3:15])[CH3:14], predict the reaction product. (2) Given the reactants Cl.[CH:2]1([CH2:5][NH:6][C@@H:7]2[CH2:9][C@H:8]2[C:10]2[CH:11]=[C:12]([CH:22]=[CH:23][CH:24]=2)[C:13]([NH:15][C:16]2[S:17][C:18]([CH3:21])=[N:19][N:20]=2)=[O:14])[CH2:4][CH2:3]1.C(=O)([O-])O.[Na+], predict the reaction product. The product is: [CH:2]1([CH2:5][NH:6][C@@H:7]2[CH2:9][C@H:8]2[C:10]2[CH:11]=[C:12]([CH:22]=[CH:23][CH:24]=2)[C:13]([NH:15][C:16]2[S:17][C:18]([CH3:21])=[N:19][N:20]=2)=[O:14])[CH2:4][CH2:3]1.